From a dataset of Catalyst prediction with 721,799 reactions and 888 catalyst types from USPTO. Predict which catalyst facilitates the given reaction. (1) Reactant: [Cl:1][C:2]1[CH:27]=[C:26]([Cl:28])[CH:25]=[C:24]([CH3:29])[C:3]=1[O:4][C:5]1[N:9]([CH3:10])[C:8]2[C:11]([CH:19]([CH2:22][CH3:23])[CH2:20][CH3:21])=[CH:12][CH:13]=[C:14]([C:15](OC)=[O:16])[C:7]=2[N:6]=1.[BH4-].[Li+]. Product: [Cl:1][C:2]1[CH:27]=[C:26]([Cl:28])[CH:25]=[C:24]([CH3:29])[C:3]=1[O:4][C:5]1[N:9]([CH3:10])[C:8]2[C:11]([CH:19]([CH2:22][CH3:23])[CH2:20][CH3:21])=[CH:12][CH:13]=[C:14]([CH2:15][OH:16])[C:7]=2[N:6]=1. The catalyst class is: 7. (2) Reactant: [Cl:1][C:2]1[CH:3]=[C:4]2[C:9](=[CH:10][CH:11]=1)[NH:8][C:7](=[O:12])[C:6]([C@@H:13]([NH:15][S@](C(C)(C)C)=O)[CH3:14])=[CH:5]2.Cl.C(OCC)C. Product: [ClH:1].[NH2:15][C@H:13]([C:6]1[C:7](=[O:12])[NH:8][C:9]2[C:4]([CH:5]=1)=[CH:3][C:2]([Cl:1])=[CH:11][CH:10]=2)[CH3:14]. The catalyst class is: 5.